From a dataset of Catalyst prediction with 721,799 reactions and 888 catalyst types from USPTO. Predict which catalyst facilitates the given reaction. (1) Reactant: [NH:1]1[C:5]2[CH:6]=[CH:7][CH:8]=[CH:9][C:4]=2[N:3]=[C:2]1[C:10]([C:12]1[CH:17]=[CH:16][C:15]([O:18][C:19]2[C:24]([C:25]3[CH2:26][CH2:27][O:28][CH2:29][CH:30]=3)=[CH:23][CH:22]=[CH:21][N:20]=2)=[CH:14][CH:13]=1)=[O:11].C([O-])=O.[NH4+]. Product: [NH:1]1[C:5]2[CH:6]=[CH:7][CH:8]=[CH:9][C:4]=2[N:3]=[C:2]1[CH:10]([C:12]1[CH:13]=[CH:14][C:15]([O:18][C:19]2[C:24]([CH:25]3[CH2:30][CH2:29][O:28][CH2:27][CH2:26]3)=[CH:23][CH:22]=[CH:21][N:20]=2)=[CH:16][CH:17]=1)[OH:11]. The catalyst class is: 358. (2) Reactant: [N:1]([C:4]1[CH:14]=[CH:13][C:7]([C:8]([NH:10][CH2:11][CH3:12])=[O:9])=[CH:6][C:5]=1[OH:15])=[N+:2]=[N-:3].[C:16]([O:20][CH2:21][CH3:22])(=[O:19])[C:17]#[CH:18]. Product: [CH2:11]([NH:10][C:8]([C:7]1[CH:13]=[CH:14][C:4]([N:1]2[CH:18]=[C:17]([C:16]([O:20][CH2:21][CH3:22])=[O:19])[N:3]=[N:2]2)=[C:5]([OH:15])[CH:6]=1)=[O:9])[CH3:12]. The catalyst class is: 11. (3) Reactant: [CH2:1]([N:3]1[C:7]([NH2:8])=[CH:6][CH:5]=[N:4]1)[CH3:2].[CH2:9]([O:11][C:12](=[O:23])[C:13](=[C:19](Cl)[CH2:20][CH3:21])[C:14](OCC)=O)[CH3:10].C(N(CC)CC)C.P(Cl)(Cl)([Cl:33])=O. Product: [Cl:33][C:14]1[C:13]([C:12]([O:11][CH2:9][CH3:10])=[O:23])=[C:19]([CH2:20][CH3:21])[N:8]=[C:7]2[N:3]([CH2:1][CH3:2])[N:4]=[CH:5][C:6]=12. The catalyst class is: 11. (4) Reactant: [Cl:1][C:2]1[CH:7]=[C:6]([CH2:8]O)[CH:5]=[CH:4][N:3]=1.S(Br)([Br:12])=O. Product: [Br:12][CH2:8][C:6]1[CH:5]=[CH:4][N:3]=[C:2]([Cl:1])[CH:7]=1. The catalyst class is: 4. (5) Reactant: [CH2:1]([OH:7])[C:2]1[O:6][CH:5]=[CH:4][CH:3]=1.C(N(CC)CC)C.[C:15](Cl)(=[O:19])[CH:16]([CH3:18])[CH3:17]. Product: [C:15]([O:7][CH2:1][C:2]1[O:6][CH:5]=[CH:4][CH:3]=1)(=[O:19])[CH:16]([CH3:18])[CH3:17]. The catalyst class is: 266. (6) Reactant: [CH3:1][O:2][C:3]1[C@:10]2([CH2:13][CH:14]=[C:15]([CH3:17])[CH3:16])[C:11](=[O:12])[C@@H:6]([C@:7]([CH3:28])([CH2:22][CH2:23][CH:24]=[C:25]([CH3:27])[CH3:26])[C@@H:8]([O:18][CH2:19][O:20][CH3:21])[CH2:9]2)[C:5](=[O:29])[CH:4]=1.[Li+].CC([N-]C(C)C)C.[CH2:38](Br)[CH:39]=[C:40]([CH3:42])[CH3:41]. Product: [CH3:1][O:2][C:3]1[C@:10]2([CH2:13][CH:14]=[C:15]([CH3:16])[CH3:17])[C:11](=[O:12])[C@@H:6]([C@:7]([CH3:28])([CH2:22][CH2:23][CH:24]=[C:25]([CH3:27])[CH3:26])[C@@H:8]([O:18][CH2:19][O:20][CH3:21])[CH2:9]2)[C:5](=[O:29])[C:4]=1[CH2:38][CH:39]=[C:40]([CH3:42])[CH3:41]. The catalyst class is: 1. (7) Reactant: C1C[N:4]([P+](Br)(N2CCCC2)N2CCCC2)[CH2:3][CH2:2]1.F[P-](F)(F)(F)(F)F.C(OC([C@@H:32]([CH3:52])[C:33]([NH:35][CH2:36][C:37]1[CH:38]=[C:39](C2C(C(O)=O)=C(C)ON=2)[CH:40]=[CH:41][CH:42]=1)=[O:34])=O)(C)(C)C.[C:53]([NH:61][NH2:62])(=[O:60])[C:54]1[CH:59]=[CH:58][CH:57]=[CH:56][CH:55]=1.C([N:66](CC)[CH:67]([CH3:69])[CH3:68])(C)C.C([N:75]=C=NC(C)C)(C)C. Product: [CH3:2][C:3]1[CH:69]=[C:67]([C:68]2[O:60][C:53]([C:54]3[CH:59]=[CH:58][CH:57]=[CH:56][CH:55]=3)=[N:61][N:62]=2)[N:66]([C:39]2[CH:38]=[C:37]([CH:42]=[CH:41][CH:40]=2)[CH2:36][NH:35][C:33](=[O:34])[CH:32]([NH2:75])[CH3:52])[N:4]=1. The catalyst class is: 3.